Predict the reaction yield, written as a fraction of the theoretical maximum amount of product (1.0 means a 100% yield; for example, 0.34 means a 34% yield). From a dataset of Reaction yield outcomes from USPTO patents with 853,638 reactions. (1) The reactants are Br[C:2]1[CH:10]=[C:9]2[C:5]([CH:6]=[N:7][N:8]2[CH2:11][CH:12]([CH3:14])[CH3:13])=[CH:4][C:3]=1[O:15][C:16]1[CH:21]=[CH:20][C:19]([F:22])=[CH:18][C:17]=1[F:23].C[C:25]([N:27](C)C)=O. No catalyst specified. The product is [F:23][C:17]1[CH:18]=[C:19]([F:22])[CH:20]=[CH:21][C:16]=1[O:15][C:3]1[CH:4]=[C:5]2[C:9](=[CH:10][C:2]=1[C:25]#[N:27])[N:8]([CH2:11][CH:12]([CH3:14])[CH3:13])[N:7]=[CH:6]2. The yield is 0.950. (2) The yield is 0.440. The product is [NH2:23][C:18]1[CH:19]=[CH:20][CH:21]=[CH:22][C:17]=1[NH:24][C:6](=[O:8])/[CH:5]=[CH:4]/[C:3]1[CH:9]=[CH:10][CH:11]=[CH:12][C:2]=1[I:1]. The reactants are [I:1][C:2]1[CH:12]=[CH:11][CH:10]=[CH:9][C:3]=1[CH:4]=[CH:5][C:6]([OH:8])=O.O=S(Cl)Cl.[C:17]1([NH2:24])[CH:22]=[CH:21][CH:20]=[CH:19][C:18]=1[NH2:23].CCN(CC)CC. No catalyst specified.